Predict which catalyst facilitates the given reaction. From a dataset of Catalyst prediction with 721,799 reactions and 888 catalyst types from USPTO. (1) Reactant: FC(F)(F)C(O)=O.C(OC([N:15]1[CH2:27][C:26]2[S:25][C:24]3[N:23]=[C:22]([S:28][CH2:29][C:30]([O:32][CH2:33][CH3:34])=[O:31])[N:21]([C:35]4[CH:40]=[CH:39][CH:38]=[C:37]([F:41])[CH:36]=4)[C:20](=[O:42])[C:19]=3[C:18]=2[CH2:17][CH2:16]1)=O)(C)(C)C.[OH-].[Na+]. Product: [CH2:33]([O:32][C:30](=[O:31])[CH2:29][S:28][C:22]1[N:21]([C:35]2[CH:40]=[CH:39][CH:38]=[C:37]([F:41])[CH:36]=2)[C:20](=[O:42])[C:19]2[C:18]3[CH2:17][CH2:16][NH:15][CH2:27][C:26]=3[S:25][C:24]=2[N:23]=1)[CH3:34]. The catalyst class is: 2. (2) Reactant: [CH2:1]([O:8][C:9]([N:11]1[CH2:16][CH:15]=[CH:14][CH2:13][CH2:12]1)=[O:10])[C:2]1[CH:7]=[CH:6][CH:5]=[CH:4][CH:3]=1.ClC1C=C(C=CC=1)C(OO)=[O:22]. Product: [CH2:1]([O:8][C:9]([N:11]1[CH2:12][CH2:13][CH:14]2[CH:15]([O:22]2)[CH2:16]1)=[O:10])[C:2]1[CH:3]=[CH:4][CH:5]=[CH:6][CH:7]=1. The catalyst class is: 2. (3) Reactant: [Cl:1][C:2]1[CH:7]=[C:6]([CH3:8])[CH:5]=[CH:4][C:3]=1[CH3:9].[N+:10]([O-])([OH:12])=[O:11].C([O-])([O-])=O.[K+].[K+].ClC1C=C(C)C([N+]([O-])=O)=CC=1C. Product: [Cl:1][C:2]1[CH:7]=[C:6]([CH3:8])[CH:5]=[C:4]([N+:10]([O-:12])=[O:11])[C:3]=1[CH3:9]. The catalyst class is: 82. (4) Reactant: Cl.[NH2:2][CH2:3][C:4]1[CH:5]=[C:6]([CH2:10][N:11]2[C:19]3[C:14](=[C:15]([O:20]C)[CH:16]=[CH:17][CH:18]=3)[C:13]([NH:22][S:23]([C:26]3[S:27][C:28]([Cl:31])=[CH:29][CH:30]=3)(=[O:25])=[O:24])=[N:12]2)[CH:7]=[CH:8][CH:9]=1.B(Br)(Br)Br.CO.[C:38](=O)([OH:40])[O-:39].[Na+]. The catalyst class is: 2. Product: [CH:38]([OH:40])=[O:39].[NH2:2][CH2:3][C:4]1[CH:5]=[C:6]([CH2:10][N:11]2[C:19]3[C:14](=[C:15]([OH:20])[CH:16]=[CH:17][CH:18]=3)[C:13]([NH:22][S:23]([C:26]3[S:27][C:28]([Cl:31])=[CH:29][CH:30]=3)(=[O:25])=[O:24])=[N:12]2)[CH:7]=[CH:8][CH:9]=1. (5) Reactant: [Cl:1][C:2]1[N:3]=[N:4][C:5](Cl)=[CH:6][CH:7]=1.[CH2:9]([OH:17])[CH2:10][CH2:11][CH2:12][CH2:13][CH2:14][CH2:15][CH3:16].C([O-])([O-])=O.[K+].[K+]. Product: [Cl:1][C:2]1[N:3]=[N:4][C:5]([O:17][CH2:9][CH2:10][CH2:11][CH2:12][CH2:13][CH2:14][CH2:15][CH3:16])=[CH:6][CH:7]=1. The catalyst class is: 3.